This data is from Catalyst prediction with 721,799 reactions and 888 catalyst types from USPTO. The task is: Predict which catalyst facilitates the given reaction. Reactant: [CH3:1][N:2]1[CH2:7][CH2:6][N:5]([C:8]2[CH:15]=[CH:14][C:11]([CH:12]=O)=[CH:10][CH:9]=2)[CH2:4][CH2:3]1.[I:16][C:17]1[CH:18]=[C:19]([NH:28][NH2:29])[CH:20]=[CH:21][C:22]=1[C:23]1[O:27][CH:26]=[N:25][CH:24]=1. Product: [I:16][C:17]1[CH:18]=[C:19]([NH:28][N:29]=[CH:12][C:11]2[CH:14]=[CH:15][C:8]([N:5]3[CH2:6][CH2:7][N:2]([CH3:1])[CH2:3][CH2:4]3)=[CH:9][CH:10]=2)[CH:20]=[CH:21][C:22]=1[C:23]1[O:27][CH:26]=[N:25][CH:24]=1. The catalyst class is: 8.